Task: Regression. Given two drug SMILES strings and cell line genomic features, predict the synergy score measuring deviation from expected non-interaction effect.. Dataset: NCI-60 drug combinations with 297,098 pairs across 59 cell lines Drug 1: COC1=NC(=NC2=C1N=CN2C3C(C(C(O3)CO)O)O)N. Drug 2: CC(C)CN1C=NC2=C1C3=CC=CC=C3N=C2N. Cell line: NCI-H522. Synergy scores: CSS=-0.529, Synergy_ZIP=1.75, Synergy_Bliss=0.124, Synergy_Loewe=-1.27, Synergy_HSA=-2.86.